Dataset: NCI-60 drug combinations with 297,098 pairs across 59 cell lines. Task: Regression. Given two drug SMILES strings and cell line genomic features, predict the synergy score measuring deviation from expected non-interaction effect. (1) Drug 1: CN(C)C1=NC(=NC(=N1)N(C)C)N(C)C. Drug 2: C1=CC(=CC=C1C#N)C(C2=CC=C(C=C2)C#N)N3C=NC=N3. Cell line: RXF 393. Synergy scores: CSS=3.02, Synergy_ZIP=-0.319, Synergy_Bliss=1.66, Synergy_Loewe=-3.01, Synergy_HSA=-1.48. (2) Drug 1: CC1=CC=C(C=C1)C2=CC(=NN2C3=CC=C(C=C3)S(=O)(=O)N)C(F)(F)F. Drug 2: CN1C2=C(C=C(C=C2)N(CCCl)CCCl)N=C1CCCC(=O)O.Cl. Cell line: T-47D. Synergy scores: CSS=-2.14, Synergy_ZIP=4.54, Synergy_Bliss=7.98, Synergy_Loewe=1.12, Synergy_HSA=1.10. (3) Drug 1: CC1CCC2CC(C(=CC=CC=CC(CC(C(=O)C(C(C(=CC(C(=O)CC(OC(=O)C3CCCCN3C(=O)C(=O)C1(O2)O)C(C)CC4CCC(C(C4)OC)O)C)C)O)OC)C)C)C)OC. Drug 2: C(CC(=O)O)C(=O)CN.Cl. Cell line: NCIH23. Synergy scores: CSS=5.04, Synergy_ZIP=-6.33, Synergy_Bliss=-1.25, Synergy_Loewe=-11.4, Synergy_HSA=-1.58. (4) Drug 1: C1CCC(CC1)NC(=O)N(CCCl)N=O. Drug 2: C#CCC(CC1=CN=C2C(=N1)C(=NC(=N2)N)N)C3=CC=C(C=C3)C(=O)NC(CCC(=O)O)C(=O)O. Cell line: 786-0. Synergy scores: CSS=17.0, Synergy_ZIP=-16.3, Synergy_Bliss=-20.9, Synergy_Loewe=-35.5, Synergy_HSA=-18.7. (5) Drug 1: CC(C)CN1C=NC2=C1C3=CC=CC=C3N=C2N. Drug 2: N.N.Cl[Pt+2]Cl. Cell line: DU-145. Synergy scores: CSS=35.9, Synergy_ZIP=-1.06, Synergy_Bliss=0.376, Synergy_Loewe=-1.08, Synergy_HSA=-1.37. (6) Cell line: OVCAR3. Synergy scores: CSS=-4.77, Synergy_ZIP=-0.492, Synergy_Bliss=-5.49, Synergy_Loewe=-7.93, Synergy_HSA=-8.01. Drug 1: CN(C)C1=NC(=NC(=N1)N(C)C)N(C)C. Drug 2: CC1=CC=C(C=C1)C2=CC(=NN2C3=CC=C(C=C3)S(=O)(=O)N)C(F)(F)F.